From a dataset of Catalyst prediction with 721,799 reactions and 888 catalyst types from USPTO. Predict which catalyst facilitates the given reaction. (1) Reactant: F[C:2](F)(F)[C:3]([OH:5])=O.[Cl:8][C:9]1[CH:14]=[CH:13][C:12]([C:15]2([C:35]#[N:36])[CH:19]([CH2:20][C:21]([CH3:24])([CH3:23])[CH3:22])[NH:18][CH:17]([C:25](O)=[O:26])[CH:16]2[C:28]2[CH:33]=[CH:32][CH:31]=[C:30]([Cl:34])[CH:29]=2)=[C:11]([O:37][CH3:38])[CH:10]=1.[CH2:39]([NH2:41])[CH3:40].CN(C([O:49]N1N=NC2C=CC=NC1=2)=[N+](C)C)C.F[P-](F)(F)(F)(F)F.CCN(C(C)C)C(C)C.Cl. Product: [OH:49][C@H:2]([CH2:3][OH:5])[CH2:40][CH2:39][NH:41][C:25]([CH:17]1[CH:16]([C:28]2[CH:33]=[CH:32][CH:31]=[C:30]([Cl:34])[CH:29]=2)[C:15]([C:12]2[CH:13]=[CH:14][C:9]([Cl:8])=[CH:10][C:11]=2[O:37][CH3:38])([C:35]#[N:36])[CH:19]([CH2:20][C:21]([CH3:24])([CH3:23])[CH3:22])[NH:18]1)=[O:26]. The catalyst class is: 539. (2) The catalyst class is: 4. Product: [Cl:1][C:2]1[CH:3]=[CH:4][C:5]([C:8]2[N:9]=[C:10]([NH:16][C:17]3[CH:22]=[C:21]([CH2:23][N:46]4[CH2:47][CH2:48][N:43]([CH3:42])[CH2:44][CH2:45]4)[CH:20]=[CH:19][C:18]=3[N+:25]([O-:27])=[O:26])[S:11][C:12]=2[C:13]([NH2:15])=[O:14])=[CH:6][CH:7]=1. Reactant: [Cl:1][C:2]1[CH:7]=[CH:6][C:5]([C:8]2[N:9]=[C:10]([NH:16][C:17]3[CH:22]=[C:21]([CH:23]=O)[CH:20]=[CH:19][C:18]=3[N+:25]([O-:27])=[O:26])[S:11][C:12]=2[C:13]([NH2:15])=[O:14])=[CH:4][CH:3]=1.C(O[BH-](OC(=O)C)OC(=O)C)(=O)C.[Na+].[CH3:42][N:43]1[CH2:48][CH2:47][NH:46][CH2:45][CH2:44]1.